This data is from Forward reaction prediction with 1.9M reactions from USPTO patents (1976-2016). The task is: Predict the product of the given reaction. (1) Given the reactants [C:1]([NH2:5])(=[O:4])[CH:2]=[CH2:3].[F:6][C:7]1[CH:12]=[CH:11][C:10]([C:13]([F:16])([F:15])[F:14])=[CH:9][C:8]=1[NH:17][C:18]([NH:20][C:21]1[CH:26]=[CH:25][CH:24]=[C:23](I)[CH:22]=1)=[O:19], predict the reaction product. The product is: [F:6][C:7]1[CH:12]=[CH:11][C:10]([C:13]([F:16])([F:15])[F:14])=[CH:9][C:8]=1[NH:17][C:18]([NH:20][C:21]1[CH:22]=[C:23](/[CH:3]=[CH:2]/[C:1]([NH2:5])=[O:4])[CH:24]=[CH:25][CH:26]=1)=[O:19]. (2) Given the reactants [F:1][C:2]1[CH:10]=[CH:9][C:8]([C:11]#[N:12])=[C:7]2[C:3]=1[C:4]([CH:13]=O)=[CH:5][NH:6]2.C1(P(=[CH:34][C:35]([O:37][CH2:38][CH3:39])=[O:36])(C2C=CC=CC=2)C2C=CC=CC=2)C=CC=CC=1, predict the reaction product. The product is: [C:11]([C:8]1[CH:9]=[CH:10][C:2]([F:1])=[C:3]2[C:7]=1[NH:6][CH:5]=[C:4]2/[CH:13]=[CH:34]/[C:35]([O:37][CH2:38][CH3:39])=[O:36])#[N:12]. (3) Given the reactants C(N)CCC.NO.Cl.[CH:9]#[C:10][C@H:11]([NH:21][C:22](=[O:26])[O:23][CH2:24][CH3:25])[CH2:12][CH2:13][CH2:14][CH2:15][CH2:16][CH2:17][CH2:18][CH2:19][CH3:20].Br[C:28]#[C:29][C@@H:30]([OH:33])[CH:31]=[CH2:32], predict the reaction product. The product is: [CH2:24]([O:23][C:22](=[O:26])[NH:21][C@H:11]([CH2:12][CH2:13][CH2:14][CH2:15][CH2:16][CH2:17][CH2:18][CH2:19][CH3:20])[C:10]#[C:9][C:28]#[C:29][C@@H:30]([OH:33])[CH:31]=[CH2:32])[CH3:25]. (4) Given the reactants [Br:1][C:2]1[CH:3]=[CH:4][C:5]([CH3:11])=[C:6]([CH:10]=1)[C:7]([OH:9])=[O:8].Br[C:13]1C(C)=C(C=CC=1)C(O)=O.CI.C(=O)([O-])[O-].[K+].[K+], predict the reaction product. The product is: [CH3:13][O:8][C:7](=[O:9])[C:6]1[CH:10]=[C:2]([Br:1])[CH:3]=[CH:4][C:5]=1[CH3:11]. (5) Given the reactants [CH3:1][O:2][C:3]1[CH:28]=[CH:27][C:6]([CH2:7][N:8]([CH2:18][C:19]2[CH:24]=[CH:23][C:22]([O:25][CH3:26])=[CH:21][CH:20]=2)[C:9]2[N:10]=[CH:11][C:12]3[CH:13]=[CH:14][CH2:15][C:16]=3[CH:17]=2)=[CH:5][CH:4]=1.[N+](=[CH:31][C:32]([O:34][CH2:35][CH3:36])=[O:33])=[N-], predict the reaction product. The product is: [CH2:35]([O:34][C:32]([CH:31]1[CH:14]2[CH2:15][C:16]3[CH:17]=[C:9]([N:8]([CH2:18][C:19]4[CH:20]=[CH:21][C:22]([O:25][CH3:26])=[CH:23][CH:24]=4)[CH2:7][C:6]4[CH:5]=[CH:4][C:3]([O:2][CH3:1])=[CH:28][CH:27]=4)[N:10]=[CH:11][C:12]=3[CH:13]12)=[O:33])[CH3:36]. (6) The product is: [C:25]([NH:29][S:30]([C:33]1[S:34][C:35]([C:2]2[CH:7]=[C:6]([C:8]3[CH:13]=[C:12]([CH3:14])[CH:11]=[C:10]([C:15]4[CH:20]=[CH:19][C:18]([C:21]([F:24])([F:23])[F:22])=[CH:17][CH:16]=4)[N:9]=3)[CH:5]=[CH:4][N:3]=2)=[CH:36][CH:37]=1)(=[O:31])=[O:32])([CH3:28])([CH3:26])[CH3:27]. Given the reactants Cl[C:2]1[CH:7]=[C:6]([C:8]2[CH:13]=[C:12]([CH3:14])[CH:11]=[C:10]([C:15]3[CH:20]=[CH:19][C:18]([C:21]([F:24])([F:23])[F:22])=[CH:17][CH:16]=3)[N:9]=2)[CH:5]=[CH:4][N:3]=1.[C:25]([NH:29][S:30]([C:33]1[S:34][C:35](B2OC(C)(C)C(C)(C)O2)=[CH:36][CH:37]=1)(=[O:32])=[O:31])([CH3:28])([CH3:27])[CH3:26], predict the reaction product.